This data is from Catalyst prediction with 721,799 reactions and 888 catalyst types from USPTO. The task is: Predict which catalyst facilitates the given reaction. (1) Reactant: Br[C:2]1[CH:3]=[C:4]([F:9])[C:5]([Cl:8])=[N:6][CH:7]=1.[Li]CCCC.[S:15](=[O:17])=[O:16].C1C(=O)N(Cl)C(=O)C1.[F:26][C:27]([F:50])([F:49])[C:28]([C:34]1[CH:39]=[CH:38][C:37]([N:40]2[CH2:45][CH2:44][NH:43][CH2:42][CH:41]2[C:46]#[C:47][CH3:48])=[CH:36][CH:35]=1)([OH:33])[C:29]([F:32])([F:31])[F:30].C(N(CC)CC)C. Product: [Cl:8][C:5]1[N:6]=[CH:7][C:2]([S:15]([N:43]2[CH2:44][CH2:45][N:40]([C:37]3[CH:36]=[CH:35][C:34]([C:28]([OH:33])([C:29]([F:30])([F:31])[F:32])[C:27]([F:50])([F:26])[F:49])=[CH:39][CH:38]=3)[CH:41]([C:46]#[C:47][CH3:48])[CH2:42]2)(=[O:17])=[O:16])=[CH:3][C:4]=1[F:9]. The catalyst class is: 343. (2) Reactant: [Br:1][C:2]1[CH:8]=[CH:7][C:6]([O:9][C:10]([F:13])([F:12])[F:11])=[CH:5][C:3]=1[NH2:4].[F:14][C:15]([F:26])([F:25])[C:16](O[C:16](=[O:17])[C:15]([F:26])([F:25])[F:14])=[O:17].N1C=CC=CC=1. Product: [Br:1][C:2]1[CH:8]=[CH:7][C:6]([O:9][C:10]([F:11])([F:12])[F:13])=[CH:5][C:3]=1[NH:4][C:16](=[O:17])[C:15]([F:26])([F:25])[F:14]. The catalyst class is: 7. (3) Reactant: [NH2:1][C:2]1[CH:11]=[C:10]2[C:5]([CH2:6][CH2:7][CH:8]([CH2:12]O)[O:9]2)=[CH:4][CH:3]=1.[N:14]1[O:15][N:16]=[C:17]2[C:22]([S:23](Cl)(=[O:25])=[O:24])=[CH:21][CH:20]=[CH:19][C:18]=12.C1(S(Cl)(=O)=O)C=CC=CC=1.[C:37]1([C@H:43]([NH2:45])[CH3:44])[CH:42]=[CH:41][CH:40]=[CH:39][CH:38]=1. Product: [C:37]1([C@H:43]([NH:45][CH2:12][CH:8]2[CH2:7][CH2:6][C:5]3[C:10](=[CH:11][C:2]([NH:1][S:23]([C:22]4[C:17]5[C:18](=[N:14][O:15][N:16]=5)[CH:19]=[CH:20][CH:21]=4)(=[O:25])=[O:24])=[CH:3][CH:4]=3)[O:9]2)[CH3:44])[CH:42]=[CH:41][CH:40]=[CH:39][CH:38]=1. The catalyst class is: 228.